Dataset: Forward reaction prediction with 1.9M reactions from USPTO patents (1976-2016). Task: Predict the product of the given reaction. (1) Given the reactants Br[C:2]1[CH:3]=[C:4]([O:9][CH2:10][C:11]2[C:16]([Cl:17])=[CH:15][CH:14]=[C:13]([F:18])[C:12]=2[Cl:19])[C:5]([NH2:8])=[N:6][CH:7]=1.[CH3:20][Si:21]([C:24]#[CH:25])([CH3:23])[CH3:22].[CH2:26](N(CC)CC)C.O, predict the reaction product. The product is: [CH3:20][Si:21]([C:24]#[C:25][C:2]1[CH:3]=[C:4]([O:9][CH:10]([C:11]2[C:16]([Cl:17])=[CH:15][CH:14]=[C:13]([F:18])[C:12]=2[Cl:19])[CH3:26])[C:5]([NH2:8])=[N:6][CH:7]=1)([CH3:23])[CH3:22]. (2) Given the reactants C[C:2]1[C:10]2[N:6]([CH:7]=[C:8]([C:11]3[CH:16]=[CH:15][C:14](OC)=[CH:13][CH:12]=3)[CH:9]=2)[CH:5]=[CH:4][CH:3]=1.BrC[C:21]([C:23]1C=CC(OC)=C[CH:24]=1)=[O:22].[N:31]1[CH:36]=[CH:35][CH:34]=[C:33](C)[C:32]=1C.C(=O)([O-])[O-].[K+].[K+], predict the reaction product. The product is: [N:31]1([CH2:24][CH2:23][CH2:21][O:22][C:16]2[CH:15]=[CH:14][CH:13]=[CH:12][C:11]=2[C:8]2[CH:9]=[C:10]3[N:6]([CH:7]=2)[CH:5]=[CH:4][CH:3]=[CH:2]3)[CH2:32][CH2:33][CH2:34][CH2:35][CH2:36]1. (3) Given the reactants [F:1][C:2]1[CH:3]=[C:4]([CH:6]=[C:7]([F:9])[CH:8]=1)[NH2:5].C[Al](C)C.C([O:16][C:17]([C:19]1[NH:20][C:21]2[C:26]([CH:27]=1)=[CH:25][C:24]([CH:28]1[CH2:33][CH2:32][CH2:31][N:30]([CH:34]([CH3:36])[CH3:35])[CH2:29]1)=[CH:23][CH:22]=2)=O)C.O, predict the reaction product. The product is: [F:1][C:2]1[CH:3]=[C:4]([NH:5][C:17]([C:19]2[NH:20][C:21]3[C:26]([CH:27]=2)=[CH:25][C:24]([CH:28]2[CH2:33][CH2:32][CH2:31][N:30]([CH:34]([CH3:36])[CH3:35])[CH2:29]2)=[CH:23][CH:22]=3)=[O:16])[CH:6]=[C:7]([F:9])[CH:8]=1.